This data is from NCI-60 drug combinations with 297,098 pairs across 59 cell lines. The task is: Regression. Given two drug SMILES strings and cell line genomic features, predict the synergy score measuring deviation from expected non-interaction effect. (1) Drug 1: CCCS(=O)(=O)NC1=C(C(=C(C=C1)F)C(=O)C2=CNC3=C2C=C(C=N3)C4=CC=C(C=C4)Cl)F. Drug 2: CCC1=CC2CC(C3=C(CN(C2)C1)C4=CC=CC=C4N3)(C5=C(C=C6C(=C5)C78CCN9C7C(C=CC9)(C(C(C8N6C)(C(=O)OC)O)OC(=O)C)CC)OC)C(=O)OC.C(C(C(=O)O)O)(C(=O)O)O. Cell line: UACC62. Synergy scores: CSS=67.5, Synergy_ZIP=3.95, Synergy_Bliss=3.24, Synergy_Loewe=6.79, Synergy_HSA=8.95. (2) Drug 1: CC(CN1CC(=O)NC(=O)C1)N2CC(=O)NC(=O)C2. Drug 2: CC1=CC=C(C=C1)C2=CC(=NN2C3=CC=C(C=C3)S(=O)(=O)N)C(F)(F)F. Cell line: NCI-H460. Synergy scores: CSS=35.4, Synergy_ZIP=1.65, Synergy_Bliss=3.10, Synergy_Loewe=-2.65, Synergy_HSA=2.17. (3) Drug 1: CN1C(=O)N2C=NC(=C2N=N1)C(=O)N. Drug 2: C1=NC(=NC(=O)N1C2C(C(C(O2)CO)O)O)N. Cell line: ACHN. Synergy scores: CSS=18.6, Synergy_ZIP=-1.78, Synergy_Bliss=-0.448, Synergy_Loewe=-17.6, Synergy_HSA=-7.10. (4) Drug 1: CCC1=CC2CC(C3=C(CN(C2)C1)C4=CC=CC=C4N3)(C5=C(C=C6C(=C5)C78CCN9C7C(C=CC9)(C(C(C8N6C)(C(=O)OC)O)OC(=O)C)CC)OC)C(=O)OC.C(C(C(=O)O)O)(C(=O)O)O. Drug 2: CCC1(C2=C(COC1=O)C(=O)N3CC4=CC5=C(C=CC(=C5CN(C)C)O)N=C4C3=C2)O.Cl. Cell line: SK-OV-3. Synergy scores: CSS=45.3, Synergy_ZIP=-5.18, Synergy_Bliss=-1.65, Synergy_Loewe=-0.970, Synergy_HSA=0.191. (5) Cell line: SN12C. Drug 1: C1=CC(=CC=C1CCC2=CNC3=C2C(=O)NC(=N3)N)C(=O)NC(CCC(=O)O)C(=O)O. Synergy scores: CSS=9.29, Synergy_ZIP=-5.19, Synergy_Bliss=-11.0, Synergy_Loewe=-30.5, Synergy_HSA=-11.6. Drug 2: CN(C)C1=NC(=NC(=N1)N(C)C)N(C)C. (6) Drug 1: C1CC(=O)NC(=O)C1N2C(=O)C3=CC=CC=C3C2=O. Drug 2: CN(C(=O)NC(C=O)C(C(C(CO)O)O)O)N=O. Cell line: SR. Synergy scores: CSS=21.9, Synergy_ZIP=14.6, Synergy_Bliss=-20.6, Synergy_Loewe=-33.7, Synergy_HSA=-43.9. (7) Drug 1: C1CCN(CC1)CCOC2=CC=C(C=C2)C(=O)C3=C(SC4=C3C=CC(=C4)O)C5=CC=C(C=C5)O. Drug 2: C1CCC(C(C1)N)N.C(=O)(C(=O)[O-])[O-].[Pt+4]. Cell line: NCI-H522. Synergy scores: CSS=12.3, Synergy_ZIP=-2.62, Synergy_Bliss=2.32, Synergy_Loewe=-14.7, Synergy_HSA=-1.52. (8) Drug 1: COC1=CC(=CC(=C1O)OC)C2C3C(COC3=O)C(C4=CC5=C(C=C24)OCO5)OC6C(C(C7C(O6)COC(O7)C8=CC=CS8)O)O. Drug 2: CC12CCC3C(C1CCC2O)C(CC4=C3C=CC(=C4)O)CCCCCCCCCS(=O)CCCC(C(F)(F)F)(F)F. Cell line: HCT-15. Synergy scores: CSS=57.5, Synergy_ZIP=0.368, Synergy_Bliss=2.32, Synergy_Loewe=-7.97, Synergy_HSA=3.48. (9) Drug 1: C1=CC(=CC=C1CC(C(=O)O)N)N(CCCl)CCCl.Cl. Drug 2: C1CN(CCN1C(=O)CCBr)C(=O)CCBr. Cell line: A549. Synergy scores: CSS=29.1, Synergy_ZIP=-12.6, Synergy_Bliss=-0.343, Synergy_Loewe=-2.38, Synergy_HSA=2.07. (10) Drug 1: CC1OCC2C(O1)C(C(C(O2)OC3C4COC(=O)C4C(C5=CC6=C(C=C35)OCO6)C7=CC(=C(C(=C7)OC)O)OC)O)O. Drug 2: CC1=C(C(=CC=C1)Cl)NC(=O)C2=CN=C(S2)NC3=CC(=NC(=N3)C)N4CCN(CC4)CCO. Cell line: U251. Synergy scores: CSS=51.8, Synergy_ZIP=-1.32, Synergy_Bliss=-2.21, Synergy_Loewe=-1.25, Synergy_HSA=-0.407.